The task is: Predict the product of the given reaction.. This data is from Forward reaction prediction with 1.9M reactions from USPTO patents (1976-2016). (1) Given the reactants [CH3:1][C:2]1([CH3:24])[C:6]([CH3:8])([CH3:7])[O:5][B:4]([C:9]2[CH:14]=[CH:13][CH:12]=[C:11](B3OC(C)(C)C(C)(C)O3)[CH:10]=2)[O:3]1.Cl[C:26]1[CH:39]=[CH:38][C:37]2[C:28](=[C:29]3[C:34](=[CH:35][CH:36]=2)[CH:33]=[CH:32][CH:31]=[N:30]3)[N:27]=1.C([O-])([O-])=O.[Na+].[Na+].CCO, predict the reaction product. The product is: [CH3:24][C:2]1([CH3:1])[C:6]([CH3:7])([CH3:8])[O:5][B:4]([C:9]2[CH:10]=[C:11]([C:31]3[CH:32]=[CH:33][C:34]4[C:29](=[C:28]5[C:37](=[CH:36][CH:35]=4)[CH:38]=[CH:39][CH:26]=[N:27]5)[N:30]=3)[CH:12]=[CH:13][CH:14]=2)[O:3]1. (2) Given the reactants Br[C:2]1[C:9]([O:10][C:11]2[CH:16]=[CH:15][C:14]([N+:17]([O-:19])=[O:18])=[CH:13][CH:12]=2)=[C:8]([O:20][CH3:21])[CH:7]=[CH:6][C:3]=1[CH:4]=[O:5].C(=O)([O-])[O-].[Na+].[Na+], predict the reaction product. The product is: [CH3:21][O:20][C:8]1[C:9]2[O:10][C:11]3[CH:16]=[CH:15][C:14]([N+:17]([O-:19])=[O:18])=[CH:13][C:12]=3[C:2]=2[C:3]([CH:4]=[O:5])=[CH:6][CH:7]=1. (3) Given the reactants C([O:3][C:4]([C:6]1([NH:10][C:11]([C:13]2[CH:22]=[CH:21][C:20]3[C:15](=[CH:16][CH:17]=[CH:18][CH:19]=3)[C:14]=2[OH:23])=[O:12])[CH2:9][CH2:8][CH2:7]1)=[O:5])C.C(=O)([O-])[O-].[Cs+].[Cs+].[I-].[Na+].Br[CH2:33][CH2:34][O:35][C:36]1[CH:41]=[CH:40][C:39]([Cl:42])=[CH:38][CH:37]=1, predict the reaction product. The product is: [Cl:42][C:39]1[CH:40]=[CH:41][C:36]([O:35][CH2:34][CH2:33][O:23][C:14]2[C:15]3[C:20](=[CH:19][CH:18]=[CH:17][CH:16]=3)[CH:21]=[CH:22][C:13]=2[C:11]([NH:10][C:6]2([C:4]([OH:3])=[O:5])[CH2:7][CH2:8][CH2:9]2)=[O:12])=[CH:37][CH:38]=1.